From a dataset of Catalyst prediction with 721,799 reactions and 888 catalyst types from USPTO. Predict which catalyst facilitates the given reaction. (1) Reactant: [CH2:1]([N:3]1[C:7]2=[N:8][C:9]([CH2:32][CH3:33])=[C:10]([CH2:19][NH:20][C:21]([C:23]3[CH:24]=[C:25]([CH:29]=[CH:30][CH:31]=3)[C:26](O)=[O:27])=[O:22])[C:11]([NH:12][CH:13]3[CH2:18][CH2:17][O:16][CH2:15][CH2:14]3)=[C:6]2[CH:5]=[N:4]1)[CH3:2].CN(C(ON1N=NC2C=CC=CC1=2)=[N+](C)C)C.F[P-](F)(F)(F)(F)F.[Br:58][C:59]1[CH:60]=[C:61]([CH:64]=[C:65]([Cl:67])[CH:66]=1)[CH2:62][NH2:63]. Product: [Br:58][C:59]1[CH:60]=[C:61]([CH2:62][NH:63][C:26]([C:25]2[CH:29]=[CH:30][CH:31]=[C:23]([C:21]([NH:20][CH2:19][C:10]3[C:11]([NH:12][CH:13]4[CH2:14][CH2:15][O:16][CH2:17][CH2:18]4)=[C:6]4[CH:5]=[N:4][N:3]([CH2:1][CH3:2])[C:7]4=[N:8][C:9]=3[CH2:32][CH3:33])=[O:22])[CH:24]=2)=[O:27])[CH:64]=[C:65]([Cl:67])[CH:66]=1. The catalyst class is: 4. (2) Reactant: [C:1]([N:8]1[CH2:13][CH2:12][C:11](=[O:14])[CH2:10][CH2:9]1)([O:3][C:4]([CH3:7])([CH3:6])[CH3:5])=[O:2].CO[CH:17](OC)[N:18]([CH3:20])[CH3:19]. Product: [C:4]([O:3][C:1]([N:8]1[CH2:13][CH2:12][C:11](=[O:14])[C:10](=[CH:17][N:18]([CH3:20])[CH3:19])[CH2:9]1)=[O:2])([CH3:7])([CH3:6])[CH3:5]. The catalyst class is: 12. (3) Reactant: C(OC(OCC)[N:5]1[CH:9]=[CH:8][N:7]=[CH:6]1)C.CN(CCN(C)C)C.C([Li])CCC.[CH3:26][C:27]1[C:32]([CH3:33])=[C:31]([C:34]([CH3:36])=[O:35])[CH:30]=[CH:29][CH:28]=1. Product: [CH3:33][C:32]1[C:27]([CH3:26])=[CH:28][CH:29]=[CH:30][C:31]=1[C:34]([C:6]1[NH:5][CH:9]=[CH:8][N:7]=1)([OH:35])[CH3:36]. The catalyst class is: 504. (4) Reactant: Cl[C:2]1[N:7]=[CH:6][C:5]([CH2:8][C:9]([N:11]2[CH2:16][CH2:15][N:14]([C:17]([O:19][C:20]([CH3:23])([CH3:22])[CH3:21])=[O:18])[CH2:13][CH2:12]2)=[O:10])=[CH:4][CH:3]=1.[CH3:24][S:25]([C:28]1[CH:33]=[CH:32][C:31](B(O)O)=[CH:30][CH:29]=1)(=[O:27])=[O:26].C(=O)([O-])[O-].[K+].[K+]. Product: [CH3:24][S:25]([C:28]1[CH:33]=[CH:32][C:31]([C:2]2[N:7]=[CH:6][C:5]([CH2:8][C:9]([N:11]3[CH2:16][CH2:15][N:14]([C:17]([O:19][C:20]([CH3:23])([CH3:22])[CH3:21])=[O:18])[CH2:13][CH2:12]3)=[O:10])=[CH:4][CH:3]=2)=[CH:30][CH:29]=1)(=[O:27])=[O:26]. The catalyst class is: 70. (5) The catalyst class is: 171. Reactant: [CH3:1][C:2]1[CH:7]=[CH:6][CH:5]=[CH:4][C:3]=1[N+:8]([O-])=O.[CH3:11][N:12]([CH3:16])[SH:13](=[O:15])=[O:14]. Product: [NH2:8][C:3]1[CH:4]=[CH:5][CH:6]=[CH:7][C:2]=1[CH3:1].[CH3:11][N:12]([CH3:16])[SH:13](=[O:15])=[O:14].